From a dataset of Experimentally validated miRNA-target interactions with 360,000+ pairs, plus equal number of negative samples. Binary Classification. Given a miRNA mature sequence and a target amino acid sequence, predict their likelihood of interaction. (1) Result: 0 (no interaction). The miRNA is hsa-miR-585-5p with sequence CUAGCACACAGAUACGCCCAGA. The protein sequence of the target gene is MTRLPKLAVFDLDYTLWPFWVDTHVDPPFHKSSDGTVRDRRGQNIQLYPEVPEVLGRLQSLGVPVAAASRTSEIQGANQLLELFDLGKYFIQREIYPGSKVTHFERLHHKTGVPFSQMVFFDDENRNIIDVGRLGVTCIHIRDGMSLQTLTQGLETFAKAQAGL. (2) The miRNA is hsa-miR-1229-3p with sequence CUCUCACCACUGCCCUCCCACAG. The protein sequence of the target gene is MEDEMPKTLYVGNLSRDVTEALILQLFSQIGPCKNCKMIMDTAGNDPYCFVEFHEHRHAAAALAAMNGRKIMGKEVKVNWATTPSSQKKDTSSSTVVSTQRSQDHFHVFVGDLSPEITTEDIKAAFAPFGRISDARVVKDMATGKSKGYGFVSFFNKWDAENAIQQMGGQWLGGRQIRTNWATRKPPAPKSTYESNTKQLSYDEVVNQSSPSNCTVYCGGVTSGLTEQLMRQTFSPFGQIMEIRVFPDKGYSFVRFNSHESAAHAIVSVNGTTIEGHVVKCYWGKETLDMINPVQQQNQI.... Result: 1 (interaction). (3) The miRNA is mmu-miR-7028-3p with sequence CCUUCUCUUCCCCCUCGGCCAG. The protein sequence of the target gene is MEESTAPIEAHAAAGAEAGAEGGEGVSVPPPPQFEAAGASAGVSSAPLQQASGLAPLLVTPGPAIRRAASLRPAPAEGGGARSGPERNSGSWTKQILCRYYLHGQCKEGDNCRYSHDLSGRRRSRGGQDAQPRASADRGPKMATRWEPPTQEVAEAPPAASSSSLPLIGSAAERGFTEAEIDNAGIRSAAERGFSEAEIDNASLAAGAAAGAGAEGWEGAIEFVPGQPYRGRMVPPHGPEAPLQSPAIEREHMAMGMGMPMPVPMPMPVPMPVPMPLPLCRYAARGQCLRGDRCAYPHGE.... Result: 0 (no interaction). (4) The miRNA is hsa-miR-545-5p with sequence UCAGUAAAUGUUUAUUAGAUGA. The protein sequence of the target gene is MSQFQVPLAVQPDLSGLYDFPQGQVMVGGFQGPGLPMAGSETQLRGGGDGRKKRKRCGTCDPCRRLENCGSCTSCTNRRTHQICKLRKCEVLKKKAGLLKEVEINAREGTGPWAQGATVKTGSELSPVDGPVPGQMDSGPVYHGDSRQLSTSGAPVNGAREPAGPGLLGAAGPWRVDQKPDWEAASGPTHAARLEDAHDLVAFSAVAEAVSSYGALSTRLYETFNREMSREAGSNGRGPRPESCSEGSEDLDTLQTALALARHGMKPPNCTCDGPECPDFLEWLEGKIKSMAMEGGQGRP.... Result: 0 (no interaction).